This data is from Forward reaction prediction with 1.9M reactions from USPTO patents (1976-2016). The task is: Predict the product of the given reaction. (1) Given the reactants [NH2:1][C:2]1[CH:3]=[C:4]([C:8]2[N:13]3[N:14]=[CH:15][C:16]([C:17]([C:19]4[CH:23]=[CH:22][S:21][CH:20]=4)=[O:18])=[C:12]3[N:11]=[CH:10][CH:9]=2)[CH:5]=[CH:6][CH:7]=1.Cl[C:25]([O:27][CH:28]([CH3:30])[CH3:29])=[O:26], predict the reaction product. The product is: [S:21]1[CH:22]=[CH:23][C:19]([C:17]([C:16]2[CH:15]=[N:14][N:13]3[C:8]([C:4]4[CH:3]=[C:2]([NH:1][C:25](=[O:26])[O:27][CH:28]([CH3:30])[CH3:29])[CH:7]=[CH:6][CH:5]=4)=[CH:9][CH:10]=[N:11][C:12]=23)=[O:18])=[CH:20]1. (2) The product is: [CH:1]1([C:4]2[C:5]([C:6]#[N:7])=[C:12]([C:14]3[CH:19]=[CH:18][C:17]([F:20])=[CH:16][CH:15]=3)[C:11]3[C:10](=[CH:24][CH:23]=[CH:22][CH:21]=3)[N:9]=2)[CH2:3][CH2:2]1. Given the reactants [CH:1]1([C:4](=O)[CH2:5][C:6]#[N:7])[CH2:3][CH2:2]1.[NH2:9][C:10]1[CH:24]=[CH:23][CH:22]=[CH:21][C:11]=1[C:12]([C:14]1[CH:19]=[CH:18][C:17]([F:20])=[CH:16][CH:15]=1)=O, predict the reaction product.